From a dataset of Forward reaction prediction with 1.9M reactions from USPTO patents (1976-2016). Predict the product of the given reaction. (1) Given the reactants [NH:1]1[C:9]2[C:4](=[CH:5][CH:6]=[CH:7][CH:8]=2)[CH2:3][CH2:2]1.CN(C(ON1N=NC2C=CC=CC1=2)=[N+](C)C)C.[B-](F)(F)(F)F.[O:32]=[C:33]1[N:39]([CH:40]2[CH2:45][CH2:44][N:43]([C:46]3[N:51]=[CH:50][N:49]=[C:48]([C:52](O)=[O:53])[CH:47]=3)[CH2:42][CH2:41]2)[CH2:38][CH2:37][C:36]2[CH:55]=[CH:56][CH:57]=[CH:58][C:35]=2[NH:34]1.C(N(CC)CC)C, predict the reaction product. The product is: [N:1]1([C:52]([C:48]2[N:49]=[CH:50][N:51]=[C:46]([N:43]3[CH2:44][CH2:45][CH:40]([N:39]4[CH2:38][CH2:37][C:36]5[CH:55]=[CH:56][CH:57]=[CH:58][C:35]=5[NH:34][C:33]4=[O:32])[CH2:41][CH2:42]3)[CH:47]=2)=[O:53])[C:9]2[C:4](=[CH:5][CH:6]=[CH:7][CH:8]=2)[CH2:3][CH2:2]1. (2) The product is: [F:74][C:73]([F:76])([F:75])[C:71]([OH:77])=[O:72].[F:1][C:2]1[CH:23]=[CH:22][CH:21]=[C:20]([F:24])[C:3]=1[CH2:4][O:5][C:6]1[C:7]2[N:8]([C:13]([C:17]([NH:68][CH2:67][C:61]3([NH:60][C:59](=[O:69])[O:58][C:54]([CH3:56])([CH3:55])[CH3:57])[CH2:66][CH2:65][CH2:64][CH2:63][CH2:62]3)=[O:18])=[C:14]([CH3:16])[N:15]=2)[CH:9]=[C:10]([CH3:12])[CH:11]=1. Given the reactants [F:1][C:2]1[CH:23]=[CH:22][CH:21]=[C:20]([F:24])[C:3]=1[CH2:4][O:5][C:6]1[C:7]2[N:8]([C:13]([C:17](O)=[O:18])=[C:14]([CH3:16])[N:15]=2)[CH:9]=[C:10]([CH3:12])[CH:11]=1.F[B-](F)(F)F.N1(O[C+](N(C)C)N(C)C)C2C=CC=CC=2N=N1.CN1CCOCC1.[C:54]([O:58][C:59](=[O:69])[NH:60][C:61]1([CH2:67][NH2:68])[CH2:66][CH2:65][CH2:64][CH2:63][CH2:62]1)([CH3:57])([CH3:56])[CH3:55].O.[C:71]([OH:77])([C:73]([F:76])([F:75])[F:74])=[O:72], predict the reaction product. (3) Given the reactants [F:1][C:2]1[C:7]([OH:8])=[CH:6][CH:5]=[CH:4][C:3]=1[C:9](=[O:11])[CH3:10].[CH3:12][Mg]Br.Cl, predict the reaction product. The product is: [F:1][C:2]1[C:3]([C:9]([OH:11])([CH3:12])[CH3:10])=[CH:4][CH:5]=[CH:6][C:7]=1[OH:8]. (4) Given the reactants [CH3:1][C:2]1[NH:3][C:4]2[C:9]([CH:10]=1)=[CH:8][C:7]([N+:11]([O-:13])=[O:12])=[CH:6][CH:5]=2.[Cl:14][C:15]1[C:24]2[C:19](=[CH:20][C:21]([Cl:25])=[CH:22][CH:23]=2)[N:18]=[CH:17][CH:16]=1, predict the reaction product. The product is: [ClH:14].[Cl:25][C:21]1[CH:20]=[C:19]2[C:24]([C:15]([C:10]3[C:9]4[C:4](=[CH:5][CH:6]=[C:7]([N+:11]([O-:13])=[O:12])[CH:8]=4)[NH:3][C:2]=3[CH3:1])=[CH:16][CH:17]=[N:18]2)=[CH:23][CH:22]=1. (5) Given the reactants [N:1]1[CH:6]=[CH:5][CH:4]=[CH:3][C:2]=1[CH2:7][N:8]1[CH:17]=[CH:16][C:15]2[C:10](=[CH:11][CH:12]=[C:13]([NH:18]N)[CH:14]=2)[C:9]1=[O:20].[NH:21]1C2[C:24](=[CH:25]C=CC=2)[CH:23]=[CH:22]1.[Cl:30]CCCC1OCCO1, predict the reaction product. The product is: [NH2:21][CH2:22][CH2:23][C:24]1[C:14]2=[C:15]3[C:10](=[CH:11][CH:12]=[C:13]2[NH:18][CH:25]=1)[C:9](=[O:20])[N:8]([CH2:7][C:2]1[CH:3]=[CH:4][CH:5]=[CH:6][N:1]=1)[CH:17]=[CH:16]3.[ClH:30]. (6) The product is: [ClH:23].[N:1]12[CH2:9][CH2:8][CH:5]([CH2:6][CH2:7]1)[N:4]([C:10]1[CH:15]=[CH:14][C:13]([NH:16][C:21](=[O:22])[C:20]3[CH:24]=[CH:25][CH:26]=[C:18]([F:17])[CH:19]=3)=[CH:12][CH:11]=1)[CH2:3][CH2:2]2. Given the reactants [N:1]12[CH2:9][CH2:8][CH:5]([CH2:6][CH2:7]1)[N:4]([C:10]1[CH:15]=[CH:14][C:13]([NH2:16])=[CH:12][CH:11]=1)[CH2:3][CH2:2]2.[F:17][C:18]1[CH:19]=[C:20]([CH:24]=[CH:25][CH:26]=1)[C:21]([Cl:23])=[O:22], predict the reaction product.